This data is from Forward reaction prediction with 1.9M reactions from USPTO patents (1976-2016). The task is: Predict the product of the given reaction. Given the reactants [CH3:1][O:2][C:3]1[CH:8]=[C:7]([O:9][CH3:10])[CH:6]=[CH:5][C:4]=1[C:11]1[C:19]2[O:18][CH:17]([CH2:20][NH:21]C(=O)OCC3C=CC=CC=3)[CH2:16][C:15]=2[CH:14]=[CH:13][CH:12]=1, predict the reaction product. The product is: [CH3:1][O:2][C:3]1[CH:8]=[C:7]([O:9][CH3:10])[CH:6]=[CH:5][C:4]=1[C:11]1[C:19]2[O:18][CH:17]([CH2:20][NH2:21])[CH2:16][C:15]=2[CH:14]=[CH:13][CH:12]=1.